Dataset: Forward reaction prediction with 1.9M reactions from USPTO patents (1976-2016). Task: Predict the product of the given reaction. (1) Given the reactants [O:1]=[S:2]1(=[O:18])[CH2:6][CH2:5][CH2:4][N:3]1[C:7]1[CH:17]=[CH:16][C:10]([C:11]([O:13]CC)=O)=[CH:9][N:8]=1.[CH:19]1([C:22]2[C:23]([N:32]3[CH2:37][CH2:36][NH:35][CH2:34][CH2:33]3)=[N:24][CH:25]=[C:26]([C:28]([F:31])([F:30])[F:29])[CH:27]=2)[CH2:21][CH2:20]1, predict the reaction product. The product is: [CH:19]1([C:22]2[C:23]([N:32]3[CH2:37][CH2:36][N:35]([C:11]([C:10]4[CH:9]=[N:8][C:7]([N:3]5[CH2:4][CH2:5][CH2:6][S:2]5(=[O:1])=[O:18])=[CH:17][CH:16]=4)=[O:13])[CH2:34][CH2:33]3)=[N:24][CH:25]=[C:26]([C:28]([F:31])([F:29])[F:30])[CH:27]=2)[CH2:20][CH2:21]1. (2) Given the reactants [O:1]1[CH2:6][CH2:5][CH:4]([CH2:7][N:8]2[CH:12]=[CH:11][C:10]([C:13]([OH:15])=O)=[N:9]2)[CH2:3][CH2:2]1.CN(C(ON1N=NC2C=CC=NC1=2)=[N+](C)C)C.F[P-](F)(F)(F)(F)F.[NH:40]1[C:48]2[C:43](=[C:44]([C:49]3[CH:50]=[C:51]([NH2:64])[C:52]4[C:56]([CH:57]=3)=[N:55][N:54](C3CCCCO3)[CH:53]=4)[CH:45]=[CH:46][CH:47]=2)[CH:42]=[CH:41]1.CCN(C(C)C)C(C)C, predict the reaction product. The product is: [NH:40]1[C:48]2[C:43](=[C:44]([C:49]3[CH:57]=[C:56]4[C:52]([CH:53]=[N:54][NH:55]4)=[C:51]([NH:64][C:13]([C:10]4[CH:11]=[CH:12][N:8]([CH2:7][CH:4]5[CH2:3][CH2:2][O:1][CH2:6][CH2:5]5)[N:9]=4)=[O:15])[CH:50]=3)[CH:45]=[CH:46][CH:47]=2)[CH:42]=[CH:41]1. (3) Given the reactants CON(C)[C:4](=[O:18])[C@@H:5]([NH:7][C:8](=[O:17])[O:9][CH2:10][C:11]1[CH:16]=[CH:15][CH:14]=[CH:13][CH:12]=1)[CH3:6].Br[C:21]1[CH:22]=[C:23]([C:28]([F:31])([F:30])[F:29])[CH:24]=[C:25]([F:27])[CH:26]=1.C([Mg]Cl)(C)C, predict the reaction product. The product is: [F:27][C:25]1[CH:26]=[C:21]([C:4](=[O:18])[C@@H:5]([NH:7][C:8](=[O:17])[O:9][CH2:10][C:11]2[CH:12]=[CH:13][CH:14]=[CH:15][CH:16]=2)[CH3:6])[CH:22]=[C:23]([C:28]([F:29])([F:30])[F:31])[CH:24]=1. (4) Given the reactants O.O.O.O.O.O.O.O.O.O.[B:11]([O-:14])([O-:13])[O-:12].[B:15]([O-:18])([O-:17])[O-:16].[B:19]([O-:22])([O-:21])[O-:20].[B:23]([O-:26])([O-:25])[O-:24].[Na+:27].[Na+].[Na+].[Na+].[Na+].[Na+].[Na+].[Na+].[Na+].[Na+].[Na+].[Na+], predict the reaction product. The product is: [B:11]([O-:14])([O-:13])[O-:12].[B:15]([O-:18])([O-:17])[O-:16].[B:19]([O-:22])([O-:21])[O-:20].[B:23]([O-:26])([O-:25])[O-:24].[Na+:27].[Na+:27].[Na+:27].[Na+:27].[Na+:27].[Na+:27].[Na+:27].[Na+:27].[Na+:27].[Na+:27].[Na+:27].[Na+:27].